From a dataset of Peptide-MHC class II binding affinity with 134,281 pairs from IEDB. Regression. Given a peptide amino acid sequence and an MHC pseudo amino acid sequence, predict their binding affinity value. This is MHC class II binding data. (1) The peptide sequence is PCLFMRTVSHVILHG. The MHC is HLA-DQA10501-DQB10201 with pseudo-sequence HLA-DQA10501-DQB10201. The binding affinity (normalized) is 0. (2) The MHC is DRB1_0701 with pseudo-sequence DRB1_0701. The peptide sequence is GPVFTFLAYLVLDPL. The binding affinity (normalized) is 0.543. (3) The peptide sequence is PKEVWEQIFSTWLLK. The MHC is DRB5_0101 with pseudo-sequence DRB5_0101. The binding affinity (normalized) is 0.524. (4) The peptide sequence is EKKYFAATQFLPLAA. The MHC is HLA-DQA10101-DQB10501 with pseudo-sequence HLA-DQA10101-DQB10501. The binding affinity (normalized) is 0.411. (5) The peptide sequence is AASLLDEDMDALEEA. The MHC is DRB3_0101 with pseudo-sequence DRB3_0101. The binding affinity (normalized) is 0.328.